Task: Predict the product of the given reaction.. Dataset: Forward reaction prediction with 1.9M reactions from USPTO patents (1976-2016) (1) The product is: [CH3:8][C:9]1([CH3:34])[C:18]2[C:13](=[CH:14][CH:15]=[C:16]([C:19]([NH:7][S:4]([CH3:3])(=[O:6])=[O:5])=[O:20])[CH:17]=2)[NH:12][CH:11]([C:22]2[CH:27]=[CH:26][CH:25]=[C:24]([C:28]3[N:32]([CH3:33])[N:31]=[N:30][N:29]=3)[CH:23]=2)[CH2:10]1. Given the reactants [H-].[Na+].[CH3:3][S:4]([NH2:7])(=[O:6])=[O:5].[CH3:8][C:9]1([CH3:34])[C:18]2[C:13](=[CH:14][CH:15]=[C:16]([C:19](O)=[O:20])[CH:17]=2)[NH:12][CH:11]([C:22]2[CH:27]=[CH:26][CH:25]=[C:24]([C:28]3[N:32]([CH3:33])[N:31]=[N:30][N:29]=3)[CH:23]=2)[CH2:10]1.C(N1C=CN=C1)(N1C=CN=C1)=O, predict the reaction product. (2) Given the reactants ON1[C:6]2[CH:7]=[CH:8][CH:9]=[CH:10][C:5]=2N=N1.C[CH2:12][N:13]=[C:14]=NCCCN(C)C.Cl.[CH2:23]([O:33][CH2:34][C:35]([CH2:44][O:45][CH2:46][CH2:47][CH2:48][CH2:49][CH2:50][CH2:51][CH2:52][CH2:53][CH2:54][CH3:55])([CH2:40][C:41]([OH:43])=O)[CH2:36][C:37]([OH:39])=O)[CH2:24][CH2:25][CH2:26][CH2:27][CH2:28]CCCC.Cl.[CH3:57][NH:58][CH3:59].[CH2:60](N(CC)CC)[CH3:61], predict the reaction product. The product is: [CH2:46]([O:45][CH2:44][C:35]([CH2:34][O:33][CH2:23][CH2:24][CH2:25][CH2:26][CH2:27][CH2:28][CH2:5][CH2:10][CH2:9][CH2:8][CH2:7][CH3:6])([CH2:36][C:37]([N:58]([CH3:59])[CH3:57])=[O:39])[CH2:40][C:41]([N:13]([CH3:14])[CH3:12])=[O:43])[CH2:47][CH2:48][CH2:49][CH2:50][CH2:51][CH2:52][CH2:53][CH2:54][CH2:55][CH2:60][CH3:61]. (3) Given the reactants [H-].[Na+].C1COCC1.[CH2:8]([OH:12])[CH2:9][CH2:10][OH:11].[Cl:13][C:14]1[N:19]=[C:18](Cl)[CH:17]=[CH:16][N:15]=1, predict the reaction product. The product is: [Cl:13][C:14]1[N:19]=[C:18]([O:11][CH2:10][CH2:9][CH2:8][OH:12])[CH:17]=[CH:16][N:15]=1. (4) The product is: [Cl:19][C:14]1[CH:13]=[CH:12][C:11]([N:10]2[C:5](=[O:7])[CH2:4][CH:2]([C:1]([OH:9])=[O:8])[CH2:3]2)=[CH:16][C:15]=1[O:17][CH3:18]. Given the reactants [C:1]([OH:9])(=[O:8])[C:2]([CH2:4][C:5]([OH:7])=O)=[CH2:3].[NH2:10][C:11]1[CH:12]=[CH:13][C:14]([Cl:19])=[C:15]([O:17][CH3:18])[CH:16]=1, predict the reaction product. (5) Given the reactants [NH2:1][C:2]1[CH:25]=[CH:24][C:23]([Cl:26])=[CH:22][C:3]=1[C:4]([NH:6][C:7]1[CH:11]=[CH:10][N:9]([C:12]2[CH:17]=[CH:16][CH:15]=[C:14]([C:18]([F:21])([F:20])[F:19])[CH:13]=2)[N:8]=1)=[O:5].N1C=CC=CC=1.Cl[C:34]([C:36]1[CH:37]=[C:38]([CH:50]=[CH:51][CH:52]=1)[CH2:39][S:40][CH2:41][CH2:42][C:43]([O:45][C:46]([CH3:49])([CH3:48])[CH3:47])=[O:44])=[O:35], predict the reaction product. The product is: [Cl:26][C:23]1[CH:24]=[CH:25][C:2]([NH:1][C:34]([C:36]2[CH:37]=[C:38]([CH:50]=[CH:51][CH:52]=2)[CH2:39][S:40][CH2:41][CH2:42][C:43]([O:45][C:46]([CH3:49])([CH3:47])[CH3:48])=[O:44])=[O:35])=[C:3]([C:4](=[O:5])[NH:6][C:7]2[CH:11]=[CH:10][N:9]([C:12]3[CH:17]=[CH:16][CH:15]=[C:14]([C:18]([F:20])([F:21])[F:19])[CH:13]=3)[N:8]=2)[CH:22]=1. (6) Given the reactants [C:1]1([CH3:21])[CH:6]=[CH:5][C:4]([S:7]([NH:10][C:11]2[CH:12]=[C:13]3[C:18](=[CH:19][CH:20]=2)[CH:17]=[N:16][CH:15]=[CH:14]3)(=[O:9])=[O:8])=[CH:3][CH:2]=1.[Cl:22]C1C=CC=C(C(OO)=O)C=1.P(Cl)(Cl)(Cl)=O, predict the reaction product. The product is: [Cl:22][C:17]1[C:18]2[C:13](=[CH:12][C:11]([NH:10][S:7]([C:4]3[CH:3]=[CH:2][C:1]([CH3:21])=[CH:6][CH:5]=3)(=[O:8])=[O:9])=[CH:20][CH:19]=2)[CH:14]=[CH:15][N:16]=1. (7) Given the reactants FC(F)(F)C(O)=O.[Br:8][C:9]1[CH:18]=[CH:17][CH:16]=[C:15]2[C:10]=1[CH2:11][C@H:12]([CH2:26][OH:27])[N:13](C(OC(C)(C)C)=O)[CH2:14]2, predict the reaction product. The product is: [Br:8][C:9]1[CH:18]=[CH:17][CH:16]=[C:15]2[C:10]=1[CH2:11][C@H:12]([CH2:26][OH:27])[NH:13][CH2:14]2.